Predict the product of the given reaction. From a dataset of Forward reaction prediction with 1.9M reactions from USPTO patents (1976-2016). (1) Given the reactants [Cl:1][C:2]1[C:7]([I:8])=[CH:6][C:5]([NH:9][CH:10]([CH3:14])[C:11]([OH:13])=O)=[C:4]([O:15][CH3:16])[CH:3]=1.[N:17]1([CH:23]2[CH2:26][N:25]([C:27]([O:29][C:30]([CH3:33])([CH3:32])[CH3:31])=[O:28])[CH2:24]2)[CH2:22][CH2:21][NH:20][CH2:19][CH2:18]1.CCN=C=NCCCN(C)C.Cl.C1C=CC2N(O)N=NC=2C=1.CCN(CC)CC, predict the reaction product. The product is: [Cl:1][C:2]1[C:7]([I:8])=[CH:6][C:5]([NH:9][CH:10]([CH3:14])[C:11]([N:20]2[CH2:21][CH2:22][N:17]([CH:23]3[CH2:24][N:25]([C:27]([O:29][C:30]([CH3:33])([CH3:32])[CH3:31])=[O:28])[CH2:26]3)[CH2:18][CH2:19]2)=[O:13])=[C:4]([O:15][CH3:16])[CH:3]=1. (2) Given the reactants Br[C:2]1[C:3]([NH:10][CH:11]2[CH2:15][CH2:14][CH2:13][CH2:12]2)=[N:4][C:5]([C:8]#[N:9])=[N:6][CH:7]=1.[C:16]1([CH2:22][CH2:23][C:24]#[CH:25])[CH:21]=[CH:20][CH:19]=[CH:18][CH:17]=1.C(N(CC)CC)C.[Cl-].[NH4+], predict the reaction product. The product is: [CH:11]1([NH:10][C:3]2[C:2]([C:25]#[C:24][CH2:23][CH2:22][C:16]3[CH:21]=[CH:20][CH:19]=[CH:18][CH:17]=3)=[CH:7][N:6]=[C:5]([C:8]#[N:9])[N:4]=2)[CH2:15][CH2:14][CH2:13][CH2:12]1. (3) Given the reactants [O:1]1[CH2:6][CH2:5][CH:4]([CH2:7][NH:8][C:9]([C:11]2[C:12]([C:18]([F:21])([F:20])[F:19])=[N:13][C:14](Cl)=[N:15][CH:16]=2)=[O:10])[CH2:3][CH2:2]1.[Cl:22][C:23]1[C:24]([CH3:30])=[C:25]([CH:27]=[CH:28][CH:29]=1)[NH2:26], predict the reaction product. The product is: [O:1]1[CH2:6][CH2:5][CH:4]([CH2:7][NH:8][C:9]([C:11]2[C:12]([C:18]([F:21])([F:20])[F:19])=[N:13][C:14]([NH:26][C:25]3[CH:27]=[CH:28][CH:29]=[C:23]([Cl:22])[C:24]=3[CH3:30])=[N:15][CH:16]=2)=[O:10])[CH2:3][CH2:2]1. (4) Given the reactants Br[C:2]1[S:3][C:4]([N:7]2[CH2:12][CH2:11][N:10]([CH:13]([CH3:15])[CH3:14])[CH2:9][CH2:8]2)=[CH:5][N:6]=1.Br[C:17]1[S:18][C:19]2[C:25]([C:26]3[CH:31]=[CH:30][C:29]([Cl:32])=[CH:28][CH:27]=3)=[C:24]([C@H:33]([O:38][C:39]([CH3:42])([CH3:41])[CH3:40])[C:34]([O:36][CH3:37])=[O:35])[C:23]([CH3:43])=[CH:22][C:20]=2[N:21]=1, predict the reaction product. The product is: [C:39]([O:38][C@@H:33]([C:24]1[C:23]([CH3:43])=[CH:22][C:20]2[N:21]=[C:17]([C:2]3[S:3][C:4]([N:7]4[CH2:12][CH2:11][N:10]([CH:13]([CH3:15])[CH3:14])[CH2:9][CH2:8]4)=[CH:5][N:6]=3)[S:18][C:19]=2[C:25]=1[C:26]1[CH:27]=[CH:28][C:29]([Cl:32])=[CH:30][CH:31]=1)[C:34]([O:36][CH3:37])=[O:35])([CH3:42])([CH3:40])[CH3:41]. (5) Given the reactants [C:1](OC(Cl)(Cl)Cl)(OC(Cl)(Cl)Cl)=O.[NH2:13][C:14]1[C:23]([Br:24])=[C:22]([F:25])[CH:21]=[CH:20][C:15]=1[C:16]([NH:18][CH3:19])=[O:17].[OH2:26], predict the reaction product. The product is: [Br:24][C:23]1[C:22]([F:25])=[CH:21][CH:20]=[C:15]2[C:14]=1[NH:13][C:19](=[O:26])[N:18]([CH3:1])[C:16]2=[O:17]. (6) Given the reactants [CH2:1]([O:8][C:9]1[N:14]=[C:13]([NH:15][C:16]2[CH:21]=[CH:20][CH:19]=[CH:18][C:17]=2[F:22])[C:12]([N+:23]([O-])=O)=[CH:11][CH:10]=1)[C:2]1[CH:7]=[CH:6][CH:5]=[CH:4][CH:3]=1, predict the reaction product. The product is: [CH2:1]([O:8][C:9]1[N:14]=[C:13]([NH:15][C:16]2[CH:21]=[CH:20][CH:19]=[CH:18][C:17]=2[F:22])[C:12]([NH2:23])=[CH:11][CH:10]=1)[C:2]1[CH:7]=[CH:6][CH:5]=[CH:4][CH:3]=1. (7) Given the reactants [C:1]([O:9][C:10]1[C:11]([C:30]([O:32][CH3:33])=[O:31])=[N:12][C:13]([CH:17]([N:21]([C:23]([O:25][C:26]([CH3:29])([CH3:28])[CH3:27])=[O:24])[CH3:22])[CH2:18][CH:19]=[CH2:20])=[N:14][C:15]=1[OH:16])(=[O:8])[C:2]1[CH:7]=[CH:6][CH:5]=[CH:4][CH:3]=1.O.C1C(=O)N([Br:42])C(=O)C1, predict the reaction product. The product is: [C:1]([O:9][C:10]1[C:15](=[O:16])[N:14]=[C:13]2[CH:17]([N:21]([C:23]([O:25][C:26]([CH3:28])([CH3:27])[CH3:29])=[O:24])[CH3:22])[CH2:18][CH:19]([CH2:20][Br:42])[N:12]2[C:11]=1[C:30]([O:32][CH3:33])=[O:31])(=[O:8])[C:2]1[CH:7]=[CH:6][CH:5]=[CH:4][CH:3]=1. (8) The product is: [O:25]1[CH2:29][CH2:28][O:27][CH:26]1[CH:30]1[CH2:35][CH2:34][N:33]([C:62](=[O:63])[CH2:61][CH2:60][C:38]2[CH:39]=[CH:40][C:41]([C:43]([N:45]3[CH2:54][C:53]4[CH:52]=[N:51][N:50]([CH3:55])[C:49]=4[NH:48][C:47]4[CH:56]=[CH:57][CH:58]=[CH:59][C:46]3=4)=[O:44])=[CH:42][C:37]=2[CH3:36])[CH2:32][CH2:31]1. Given the reactants CN(C(ON1N=NC2C=CC=CC1=2)=[N+](C)C)C.F[P-](F)(F)(F)(F)F.[O:25]1[CH2:29][CH2:28][O:27][CH:26]1[CH:30]1[CH2:35][CH2:34][NH:33][CH2:32][CH2:31]1.[CH3:36][C:37]1[CH:42]=[C:41]([C:43]([N:45]2[CH2:54][C:53]3[CH:52]=[N:51][N:50]([CH3:55])[C:49]=3[NH:48][C:47]3[CH:56]=[CH:57][CH:58]=[CH:59][C:46]2=3)=[O:44])[CH:40]=[CH:39][C:38]=1[CH2:60][CH2:61][C:62](O)=[O:63].CCN(C(C)C)C(C)C, predict the reaction product.